Dataset: Reaction yield outcomes from USPTO patents with 853,638 reactions. Task: Predict the reaction yield, written as a fraction of the theoretical maximum amount of product (1.0 means a 100% yield; for example, 0.34 means a 34% yield). The reactants are [CH2:1]([I:3])[CH3:2].[CH3:4][O:5][C:6]1[CH:7]=[C:8]2[C:13](=[C:14]([O:16][CH3:17])[CH:15]=1)[CH:12]=[N:11][CH2:10][CH2:9]2. The catalyst is C(#N)C. The product is [I-:3].[CH2:10]([N+:11]1[CH2:2][CH2:1][C:8]2[C:13](=[C:14]([O:16][CH3:17])[CH:15]=[C:6]([O:5][CH3:4])[CH:7]=2)[CH:12]=1)[CH3:9]. The yield is 0.950.